Task: Predict the reactants needed to synthesize the given product.. Dataset: Full USPTO retrosynthesis dataset with 1.9M reactions from patents (1976-2016) (1) Given the product [F:59][C:55]1[CH:54]=[C:53]2[C:58]([C:49]([NH:47][C:43]3[N:42]=[C:41]([N:38]4[CH2:37][CH2:36][O:35][CH2:40][CH2:39]4)[CH:1]=[CH:45][N:44]=3)=[C:50]([CH3:66])[C:51]([C:60]3[CH:65]=[CH:64][CH:63]=[CH:62][N:61]=3)=[N:52]2)=[CH:57][CH:56]=1.[F:59][C:55]1[CH:54]=[C:53]2[C:58]([C:49]([NH:47][C:43]3[N:42]=[C:41]([N:38]4[CH2:37][CH2:36][O:35][CH2:40][CH2:39]4)[N:46]=[CH:45][N:44]=3)=[C:50]([CH3:66])[C:51]([C:60]3[CH:65]=[CH:64][CH:63]=[CH:62][N:61]=3)=[N:52]2)=[CH:57][CH:56]=1, predict the reactants needed to synthesize it. The reactants are: [CH:1]1(P(C2CCCCC2)C2C=CC=CC=2C2C(C(C)C)=CC(C(C)C)=CC=2C(C)C)CCCCC1.[O:35]1[CH2:40][CH2:39][N:38]([C:41]2[N:46]=[CH:45][N:44]=[C:43]([NH2:47])[N:42]=2)[CH2:37][CH2:36]1.Cl[C:49]1[C:58]2[C:53](=[CH:54][C:55]([F:59])=[CH:56][CH:57]=2)[N:52]=[C:51]([C:60]2[CH:65]=[CH:64][CH:63]=[CH:62][N:61]=2)[C:50]=1[CH3:66].CC(C)([O-])C.[Na+]. (2) Given the product [Br:1][C:2]1[CH:3]=[C:4]([C:8]2[CH:16]=[CH:15][CH:14]=[C:13]3[C:9]=2[CH2:10][C:11](=[O:40])[NH:12]3)[CH:5]=[CH:6][CH:7]=1, predict the reactants needed to synthesize it. The reactants are: [Br:1][C:2]1[CH:3]=[C:4]([C:8]2[CH:16]=[CH:15][CH:14]=[C:13]3[C:9]=2[CH:10]=[CH:11][NH:12]3)[CH:5]=[CH:6][CH:7]=1.[Br-].[Br-].[Br-].[NH+]1C=CC=CC=1.[NH+]1C=CC=CC=1.[NH+]1C=CC=CC=1.C(O)(=[O:40])C.